From a dataset of Reaction yield outcomes from USPTO patents with 853,638 reactions. Predict the reaction yield, written as a fraction of the theoretical maximum amount of product (1.0 means a 100% yield; for example, 0.34 means a 34% yield). The reactants are [OH:1][CH2:2][C:3]([O:5][CH2:6][CH3:7])=[O:4].[H-].[Na+].Br[CH2:11][CH2:12][CH2:13][O:14][Si:15]([C:18]([CH3:21])([CH3:20])[CH3:19])([CH3:17])[CH3:16].C(OCC)(=O)C. The catalyst is CN(C)C=O. The product is [Si:15]([O:14][CH2:13][CH2:12][CH2:11][O:1][CH2:2][C:3]([O:5][CH2:6][CH3:7])=[O:4])([C:18]([CH3:19])([CH3:20])[CH3:21])([CH3:17])[CH3:16]. The yield is 0.530.